Dataset: Catalyst prediction with 721,799 reactions and 888 catalyst types from USPTO. Task: Predict which catalyst facilitates the given reaction. (1) Reactant: Br[C:2]1[C:3]([O:17][CH3:18])=[C:4]([C:9]2[C:14]([Cl:15])=[CH:13][CH:12]=[CH:11][C:10]=2[Cl:16])[CH:5]=[C:6]([F:8])[CH:7]=1.C([Mg]Cl)(C)C.[Cu]C#N.[CH2:27]([O:31][CH2:32][C:33]1[CH:38]=[CH:37][CH:36]=[CH:35][CH:34]=1)[C@H:28]1[O:30][CH2:29]1. Product: [CH2:32]([O:31][CH2:27][C@@H:28]([OH:30])[CH2:29][C:2]1[C:3]([O:17][CH3:18])=[C:4]([C:9]2[C:14]([Cl:15])=[CH:13][CH:12]=[CH:11][C:10]=2[Cl:16])[CH:5]=[C:6]([F:8])[CH:7]=1)[C:33]1[CH:38]=[CH:37][CH:36]=[CH:35][CH:34]=1. The catalyst class is: 7. (2) Reactant: C(OC(=O)[NH:10][CH2:11][CH2:12][CH2:13][CH2:14][C@H:15]([NH:27][C:28]([CH:30]1[CH2:39][CH2:38][C:37]2[C:32](=[CH:33][CH:34]=[CH:35][CH:36]=2)[CH2:31]1)=[O:29])[C:16]([C:18]1[S:19][C:20]2[CH:26]=[CH:25][CH:24]=[CH:23][C:21]=2[N:22]=1)=[O:17])C1C=CC=CC=1.Br.CC(O)=O. Product: [NH2:10][CH2:11][CH2:12][CH2:13][CH2:14][C@H:15]([NH:27][C:28]([CH:30]1[CH2:39][CH2:38][C:37]2[C:32](=[CH:33][CH:34]=[CH:35][CH:36]=2)[CH2:31]1)=[O:29])[C:16]([C:18]1[S:19][C:20]2[CH:26]=[CH:25][CH:24]=[CH:23][C:21]=2[N:22]=1)=[O:17]. The catalyst class is: 52. (3) Reactant: [Cl:1][C:2]1[CH:7]=[CH:6][C:5](/[CH:8]=[CH:9]/[C:10]([OH:12])=O)=[C:4]([CH2:13][N:14]2[N:18]=[N:17][C:16]([CH3:19])=[N:15]2)[CH:3]=1.[NH:20]1[CH2:25][CH2:24][O:23][CH:22]([CH2:26][CH2:27][NH:28][C:29](=[O:35])[O:30][C:31]([CH3:34])([CH3:33])[CH3:32])[CH2:21]1.CCN(C(C)C)C(C)C.C(P1(=O)OP(CCC)(=O)OP(CCC)(=O)O1)CC. Product: [Cl:1][C:2]1[CH:7]=[CH:6][C:5](/[CH:8]=[CH:9]/[C:10]([N:20]2[CH2:25][CH2:24][O:23][CH:22]([CH2:26][CH2:27][NH:28][C:29](=[O:35])[O:30][C:31]([CH3:33])([CH3:32])[CH3:34])[CH2:21]2)=[O:12])=[C:4]([CH2:13][N:14]2[N:18]=[N:17][C:16]([CH3:19])=[N:15]2)[CH:3]=1. The catalyst class is: 3. (4) Reactant: [CH3:1][O:2][C:3]1[CH:4]=[C:5]2[C:9](=[CH:10][CH:11]=1)[NH:8][C:7]([C:12]([NH2:14])=O)=[CH:6]2.O=P(Cl)(Cl)Cl. Product: [CH3:1][O:2][C:3]1[CH:4]=[C:5]2[C:9](=[CH:10][CH:11]=1)[NH:8][C:7]([C:12]#[N:14])=[CH:6]2. The catalyst class is: 2. (5) Reactant: [CH2:1]([N:8]1[C:12]2[CH:13]=[C:14]([NH2:17])[CH:15]=[CH:16][C:11]=2[N:10]=[CH:9]1)[C:2]1[CH:7]=[CH:6][CH:5]=[CH:4][CH:3]=1.[Br:18]Br.N.CO.C(Cl)(Cl)Cl. Product: [CH2:1]([N:8]1[C:12]2[C:13]([Br:18])=[C:14]([NH2:17])[CH:15]=[CH:16][C:11]=2[N:10]=[CH:9]1)[C:2]1[CH:3]=[CH:4][CH:5]=[CH:6][CH:7]=1. The catalyst class is: 52. (6) Reactant: [F:1][C:2]1[CH:3]=[C:4]([C:11]2[C:12]([S:17]CC3C=CC(OC)=CC=3)=[N:13][CH:14]=[CH:15][CH:16]=2)[CH:5]=[C:6]([F:10])[C:7]=1[O:8][CH3:9].C1(OC)C=CC=CC=1.OS(C(F)(F)F)(=O)=O.C(=O)(O)[O-].[Na+]. Product: [F:1][C:2]1[CH:3]=[C:4]([C:11]2[C:12]([SH:17])=[N:13][CH:14]=[CH:15][CH:16]=2)[CH:5]=[C:6]([F:10])[C:7]=1[O:8][CH3:9]. The catalyst class is: 67. (7) The catalyst class is: 426. Reactant: [CH3:1][C:2]1([CH3:10])[O:9][C:7](=[O:8])[CH2:6][C:4](=[O:5])O1.N1C=C[CH:14]=[CH:13][CH:12]=1.[C:17](Cl)(=O)C(C)C.Cl.C(O)(C)(C)C. Product: [CH3:12][CH:13]([CH3:14])[C:4](=[O:5])[CH2:6][C:7]([O:9][C:2]([CH3:1])([CH3:10])[CH3:17])=[O:8]. (8) Reactant: C(N(C(C)C)CC)(C)C.O.ON1C2C=CC=CC=2N=N1.[CH2:21]([C:23]([S:42]([CH3:45])(=[O:44])=[O:43])([CH2:27][CH2:28][N:29]1[CH:34]=[CH:33][C:32]([C:35]2[CH:40]=[CH:39][CH:38]=[CH:37][CH:36]=2)=[CH:31][C:30]1=[O:41])[C:24]([OH:26])=O)[CH3:22].[O:46]1[CH2:51][CH2:50][CH2:49][CH2:48][CH:47]1[O:52][NH2:53].Cl.CN(C)CCCN=C=NCC. Product: [CH2:21]([C:23]([S:42]([CH3:45])(=[O:43])=[O:44])([CH2:27][CH2:28][N:29]1[CH:34]=[CH:33][C:32]([C:35]2[CH:40]=[CH:39][CH:38]=[CH:37][CH:36]=2)=[CH:31][C:30]1=[O:41])[C:24]([NH:53][O:52][CH:47]1[CH2:48][CH2:49][CH2:50][CH2:51][O:46]1)=[O:26])[CH3:22]. The catalyst class is: 46. (9) The catalyst class is: 4. Product: [Cl:37][CH:9]([C:27]1[CH:32]=[CH:31][CH:30]=[CH:29][CH:28]=1)[CH2:10][CH2:11][N:12]1[CH2:17][CH2:16][CH:15]([CH2:18][CH2:19][CH2:20][C:21]2[CH:26]=[CH:25][CH:24]=[CH:23][CH:22]=2)[CH2:14][CH2:13]1. Reactant: C(N(CC)CC)C.O[CH:9]([C:27]1[CH:32]=[CH:31][CH:30]=[CH:29][CH:28]=1)[CH2:10][CH2:11][N:12]1[CH2:17][CH2:16][CH:15]([CH2:18][CH2:19][CH2:20][C:21]2[CH:26]=[CH:25][CH:24]=[CH:23][CH:22]=2)[CH2:14][CH2:13]1.CS([Cl:37])(=O)=O. (10) Reactant: CN(C(ON1N=NC2C=CC=NC1=2)=[N+](C)C)C.F[P-](F)(F)(F)(F)F.[NH2:25][C:26]1[C:27]([C:36]([OH:38])=O)=[CH:28][C:29]2[C:34]([CH:35]=1)=[CH:33][CH:32]=[CH:31][CH:30]=2.[NH2:39][C@@H:40]([C@H:48]1[CH2:53][CH2:52][CH2:51][C:50](=[O:54])[CH2:49]1)[C:41]([O:43][C:44]([CH3:47])([CH3:46])[CH3:45])=[O:42].C(N(CC)C(C)C)(C)C.C([O-])(O)=O.[Na+]. Product: [NH2:25][C:26]1[C:27]([C:36]([NH:39][C@@H:40]([C@H:48]2[CH2:53][CH2:52][CH2:51][C:50](=[O:54])[CH2:49]2)[C:41]([O:43][C:44]([CH3:47])([CH3:46])[CH3:45])=[O:42])=[O:38])=[CH:28][C:29]2[C:34]([CH:35]=1)=[CH:33][CH:32]=[CH:31][CH:30]=2. The catalyst class is: 39.